From a dataset of NCI-60 drug combinations with 297,098 pairs across 59 cell lines. Regression. Given two drug SMILES strings and cell line genomic features, predict the synergy score measuring deviation from expected non-interaction effect. (1) Drug 1: C1=CC(=CC=C1CCCC(=O)O)N(CCCl)CCCl. Drug 2: CC1=C2C(C(=O)C3(C(CC4C(C3C(C(C2(C)C)(CC1OC(=O)C(C(C5=CC=CC=C5)NC(=O)OC(C)(C)C)O)O)OC(=O)C6=CC=CC=C6)(CO4)OC(=O)C)O)C)O. Cell line: OVCAR-4. Synergy scores: CSS=12.4, Synergy_ZIP=-8.17, Synergy_Bliss=-4.28, Synergy_Loewe=-25.0, Synergy_HSA=-5.09. (2) Drug 1: C1CC(C1)(C(=O)O)C(=O)O.[NH2-].[NH2-].[Pt+2]. Drug 2: COC1=C2C(=CC3=C1OC=C3)C=CC(=O)O2. Cell line: IGROV1. Synergy scores: CSS=2.43, Synergy_ZIP=-1.03, Synergy_Bliss=1.55, Synergy_Loewe=-0.127, Synergy_HSA=-0.127. (3) Drug 1: C(CC(=O)O)C(=O)CN.Cl. Drug 2: C(CCl)NC(=O)N(CCCl)N=O. Cell line: HOP-92. Synergy scores: CSS=11.9, Synergy_ZIP=-2.44, Synergy_Bliss=0.140, Synergy_Loewe=2.39, Synergy_HSA=2.88. (4) Drug 1: C1C(C(OC1N2C=NC3=C(N=C(N=C32)Cl)N)CO)O. Drug 2: CC1=C(C=C(C=C1)C(=O)NC2=CC(=CC(=C2)C(F)(F)F)N3C=C(N=C3)C)NC4=NC=CC(=N4)C5=CN=CC=C5. Cell line: NCI-H322M. Synergy scores: CSS=-21.4, Synergy_ZIP=9.57, Synergy_Bliss=0.654, Synergy_Loewe=-11.0, Synergy_HSA=-13.7. (5) Drug 1: CC12CCC3C(C1CCC2O)C(CC4=C3C=CC(=C4)O)CCCCCCCCCS(=O)CCCC(C(F)(F)F)(F)F. Drug 2: CCCCCOC(=O)NC1=NC(=O)N(C=C1F)C2C(C(C(O2)C)O)O. Cell line: NCI/ADR-RES. Synergy scores: CSS=-2.99, Synergy_ZIP=3.07, Synergy_Bliss=1.45, Synergy_Loewe=-5.76, Synergy_HSA=-7.16. (6) Drug 1: CC1C(C(CC(O1)OC2CC(CC3=C2C(=C4C(=C3O)C(=O)C5=C(C4=O)C(=CC=C5)OC)O)(C(=O)C)O)N)O.Cl. Drug 2: CC1=CC2C(CCC3(C2CCC3(C(=O)C)OC(=O)C)C)C4(C1=CC(=O)CC4)C. Cell line: OVCAR-8. Synergy scores: CSS=40.8, Synergy_ZIP=6.06, Synergy_Bliss=5.35, Synergy_Loewe=-23.2, Synergy_HSA=4.07. (7) Drug 1: CN(C)C1=NC(=NC(=N1)N(C)C)N(C)C. Drug 2: CC1=CC=C(C=C1)C2=CC(=NN2C3=CC=C(C=C3)S(=O)(=O)N)C(F)(F)F. Synergy scores: CSS=-3.03, Synergy_ZIP=2.89, Synergy_Bliss=1.53, Synergy_Loewe=-3.30, Synergy_HSA=-3.50. Cell line: MDA-MB-435. (8) Drug 1: C1=CC(=CC=C1CCC2=CNC3=C2C(=O)NC(=N3)N)C(=O)NC(CCC(=O)O)C(=O)O. Drug 2: C1=NC2=C(N=C(N=C2N1C3C(C(C(O3)CO)O)O)F)N. Cell line: A498. Synergy scores: CSS=19.4, Synergy_ZIP=0.544, Synergy_Bliss=0.130, Synergy_Loewe=-12.9, Synergy_HSA=-0.648. (9) Drug 1: C1CCC(CC1)NC(=O)N(CCCl)N=O. Drug 2: CS(=O)(=O)OCCCCOS(=O)(=O)C. Cell line: PC-3. Synergy scores: CSS=15.1, Synergy_ZIP=-6.11, Synergy_Bliss=-2.93, Synergy_Loewe=-6.58, Synergy_HSA=-2.74. (10) Drug 1: CC1CCC2CC(C(=CC=CC=CC(CC(C(=O)C(C(C(=CC(C(=O)CC(OC(=O)C3CCCCN3C(=O)C(=O)C1(O2)O)C(C)CC4CCC(C(C4)OC)OCCO)C)C)O)OC)C)C)C)OC. Drug 2: COC1=C2C(=CC3=C1OC=C3)C=CC(=O)O2. Cell line: MALME-3M. Synergy scores: CSS=4.20, Synergy_ZIP=-0.174, Synergy_Bliss=1.15, Synergy_Loewe=-17.9, Synergy_HSA=-2.03.